Dataset: Full USPTO retrosynthesis dataset with 1.9M reactions from patents (1976-2016). Task: Predict the reactants needed to synthesize the given product. (1) Given the product [CH3:12][O:11][N:9]([CH3:10])[C:7](=[O:8])[C:6]1[CH:13]=[CH:14][C:3]([CH2:2][O:1][CH2:23][C:22]2[CH:25]=[CH:26][C:19]([O:18][CH3:17])=[CH:20][CH:21]=2)=[CH:4][CH:5]=1, predict the reactants needed to synthesize it. The reactants are: [OH:1][CH2:2][C:3]1[CH:14]=[CH:13][C:6]([C:7]([N:9]([O:11][CH3:12])[CH3:10])=[O:8])=[CH:5][CH:4]=1.[H-].[Na+].[CH3:17][O:18][C:19]1[CH:26]=[CH:25][C:22]([CH2:23]Br)=[CH:21][CH:20]=1.[Cl-].[NH4+]. (2) Given the product [F:12][C:13]1[CH:19]=[CH:18][C:16]([NH:17][C:9](=[O:11])[CH2:8][C:4]2[CH:5]=[CH:6][CH:7]=[C:2]([OH:1])[CH:3]=2)=[CH:15][CH:14]=1, predict the reactants needed to synthesize it. The reactants are: [OH:1][C:2]1[CH:3]=[C:4]([CH2:8][C:9]([OH:11])=O)[CH:5]=[CH:6][CH:7]=1.[F:12][C:13]1[CH:19]=[CH:18][C:16]([NH2:17])=[CH:15][CH:14]=1.